From a dataset of Reaction yield outcomes from USPTO patents with 853,638 reactions. Predict the reaction yield, written as a fraction of the theoretical maximum amount of product (1.0 means a 100% yield; for example, 0.34 means a 34% yield). (1) The reactants are [NH2:1][C:2]1[N:7]=[CH:6][C:5]([C:8]2[CH:13]=[CH:12][C:11]([C:14]34[CH2:21][CH2:20][C:17]([CH2:22][C:23]([O:25]C)=[O:24])([CH2:18][CH2:19]3)[O:16][CH2:15]4)=[CH:10][CH:9]=2)=[CH:4][N:3]=1.[C:27](N1C=CC=CC1=O)(N1C=CC=CC1=O)=[S:28].[CH:43]1([C:47]([NH:49][NH2:50])=O)[CH2:46][CH2:45][CH2:44]1. The catalyst is ClCCl. The product is [CH:43]1([C:47]2[S:28][C:27]([NH:1][C:2]3[N:7]=[CH:6][C:5]([C:8]4[CH:9]=[CH:10][C:11]([C:14]56[CH2:21][CH2:20][C:17]([CH2:22][C:23]([OH:25])=[O:24])([CH2:18][CH2:19]5)[O:16][CH2:15]6)=[CH:12][CH:13]=4)=[CH:4][N:3]=3)=[N:50][N:49]=2)[CH2:46][CH2:45][CH2:44]1. The yield is 0.830. (2) No catalyst specified. The product is [C:11]12([NH:21][CH2:8][CH:5]3[CH2:6][CH2:7][CH:2]([OH:1])[CH2:3][CH2:4]3)[CH2:18][CH:17]3[CH2:16][CH:15]([CH2:14][CH:13]([CH2:19]3)[CH2:12]1)[CH2:20]2. The yield is 0.760. The reactants are [OH:1][CH:2]1[CH2:7][CH2:6][CH:5]([C:8](O)=O)[CH2:4][CH2:3]1.[C:11]12([NH2:21])[CH2:20][CH:15]3[CH2:16][CH:17]([CH2:19][CH:13]([CH2:14]3)[CH2:12]1)[CH2:18]2. (3) The reactants are [CH:1]1[C:13]2[CH:12]([CH2:14][O:15][C:16]([NH:18][C@H:19]([C:25]([OH:27])=[O:26])[CH2:20][CH2:21][CH2:22][CH2:23][NH2:24])=[O:17])[C:11]3[C:6](=[CH:7][CH:8]=[CH:9][CH:10]=3)[C:5]=2[CH:4]=[CH:3][CH:2]=1.[Cl:28][C:29]1[CH:34]=[CH:33][C:32]([Cl:35])=[CH:31][C:30]=1[S:36](Cl)(=[O:38])=[O:37]. No catalyst specified. The product is [Cl:28][C:29]1[CH:34]=[CH:33][C:32]([Cl:35])=[CH:31][C:30]=1[S:36]([NH:24][CH2:23][CH2:22][CH2:21][CH2:20][C@@H:19]([C:25]([OH:27])=[O:26])[NH:18][C:16]([O:15][CH2:14][CH:12]1[C:11]2[CH:10]=[CH:9][CH:8]=[CH:7][C:6]=2[C:5]2[C:13]1=[CH:1][CH:2]=[CH:3][CH:4]=2)=[O:17])(=[O:38])=[O:37]. The yield is 0.280.